From a dataset of Full USPTO retrosynthesis dataset with 1.9M reactions from patents (1976-2016). Predict the reactants needed to synthesize the given product. (1) Given the product [O:16]([CH2:15][C:12]1[CH:13]=[CH:14][C:9]([CH:8]=[CH:7][C:6]([NH:5][C@H:4]([C:3]([OH:31])=[O:2])[CH2:24][C:25]2[CH:26]=[CH:27][CH:28]=[CH:29][CH:30]=2)=[O:23])=[CH:10][CH:11]=1)[C:17]1[CH:18]=[CH:19][CH:20]=[CH:21][CH:22]=1, predict the reactants needed to synthesize it. The reactants are: C[O:2][C:3](=[O:31])[C@H:4]([CH2:24][C:25]1[CH:30]=[CH:29][CH:28]=[CH:27][CH:26]=1)[NH:5][C:6](=[O:23])[CH:7]=[CH:8][C:9]1[CH:14]=[CH:13][C:12]([CH2:15][O:16][C:17]2[CH:22]=[CH:21][CH:20]=[CH:19][CH:18]=2)=[CH:11][CH:10]=1.O.[OH-].[Li+]. (2) Given the product [Br:1][C:2]1[CH:3]=[CH:4][C:5]([NH:8][C:9]([N:11]2[CH2:12][CH2:13][N:14]([CH2:17][C:18]3[CH:23]=[CH:22][N:21]=[CH:20][CH:19]=3)[CH2:15][CH2:16]2)=[O:10])=[CH:6][CH:7]=1, predict the reactants needed to synthesize it. The reactants are: [Br:1][C:2]1[CH:7]=[CH:6][C:5]([NH:8][C:9]([N:11]2[CH2:16][CH2:15][NH:14][CH2:13][CH2:12]2)=[O:10])=[CH:4][CH:3]=1.[CH:17](=O)[C:18]1[CH:23]=[CH:22][N:21]=[CH:20][CH:19]=1.[BH-](OC(C)=O)(OC(C)=O)OC(C)=O.[Na+]. (3) Given the product [CH3:32][O:31][C:28]1[CH:29]=[CH:30][C:25]([CH2:24][N:23]([CH2:33][C:34]2[CH:39]=[CH:38][C:37]([O:40][CH3:41])=[CH:36][CH:35]=2)[C:20]2[N:19]=[CH:18][C:17]([C:16]3[C:11]4[CH2:10][CH2:9][N:8]([C:5]5[CH:4]=[CH:3][C:2]([N:53]([CH3:54])[CH2:52][CH2:51][CH2:50][N:49]([CH3:55])[CH3:48])=[N:7][CH:6]=5)[C:12]=4[N:13]=[C:14]([N:42]4[CH2:47][CH2:46][O:45][CH2:44][CH2:43]4)[N:15]=3)=[CH:22][N:21]=2)=[CH:26][CH:27]=1, predict the reactants needed to synthesize it. The reactants are: Cl[C:2]1[N:7]=[CH:6][C:5]([N:8]2[C:12]3[N:13]=[C:14]([N:42]4[CH2:47][CH2:46][O:45][CH2:44][CH2:43]4)[N:15]=[C:16]([C:17]4[CH:18]=[N:19][C:20]([N:23]([CH2:33][C:34]5[CH:39]=[CH:38][C:37]([O:40][CH3:41])=[CH:36][CH:35]=5)[CH2:24][C:25]5[CH:30]=[CH:29][C:28]([O:31][CH3:32])=[CH:27][CH:26]=5)=[N:21][CH:22]=4)[C:11]=3[CH2:10][CH2:9]2)=[CH:4][CH:3]=1.[CH3:48][N:49]([CH3:55])[CH2:50][CH2:51][CH2:52][NH:53][CH3:54]. (4) The reactants are: COC1C=CC(C[O:8][C:9]2[C:10]([C:18]3[CH:23]=[CH:22][C:21]([N:24]4[CH2:29][CH2:28][CH2:27][CH2:26][C:25]4=[O:30])=[CH:20][CH:19]=3)=[N:11][N:12]([CH3:17])[C:13]=2[C:14](O)=O)=CC=1.[NH2:33][C:34]1[CH:35]=[C:36]([CH:39]=[CH:40][C:41]=1[NH2:42])[C:37]#[N:38].CN(C(ON1N=NC2C=CC=NC1=2)=[N+](C)C)C.F[P-](F)(F)(F)(F)F.C(N(C(C)C)CC)(C)C. Given the product [OH:8][C:9]1[C:10]([C:18]2[CH:23]=[CH:22][C:21]([N:24]3[CH2:29][CH2:28][CH2:27][CH2:26][C:25]3=[O:30])=[CH:20][CH:19]=2)=[N:11][N:12]([CH3:17])[C:13]=1[C:14]1[NH:42][C:41]2[CH:40]=[CH:39][C:36]([C:37]#[N:38])=[CH:35][C:34]=2[N:33]=1, predict the reactants needed to synthesize it.